This data is from HIV replication inhibition screening data with 41,000+ compounds from the AIDS Antiviral Screen. The task is: Binary Classification. Given a drug SMILES string, predict its activity (active/inactive) in a high-throughput screening assay against a specified biological target. (1) The drug is CCOC(=O)C(C)[PH](c1ccccc1)(c1ccccc1)c1ccccc1. The result is 0 (inactive). (2) The molecule is COc1cccc2ccc3c(c12)C(=O)OC31CCc2c(C)cccc21. The result is 0 (inactive). (3) The molecule is COC1(c2ccccc2)OC(=O)c2ccccc21. The result is 0 (inactive). (4) The drug is CC(C)(C)OC(=O)NC(Cc1ccccc1)C(=O)OCN1C(=O)C2C3C=CC(C2C1=O)C1C2C(=O)N(COC(=O)C(Cc4ccccc4)NC(=O)OC(C)(C)C)C(=O)C2C31. The result is 0 (inactive).